Dataset: NCI-60 drug combinations with 297,098 pairs across 59 cell lines. Task: Regression. Given two drug SMILES strings and cell line genomic features, predict the synergy score measuring deviation from expected non-interaction effect. (1) Drug 1: CC(C)NC(=O)C1=CC=C(C=C1)CNNC.Cl. Drug 2: CC1C(C(CC(O1)OC2CC(CC3=C2C(=C4C(=C3O)C(=O)C5=CC=CC=C5C4=O)O)(C(=O)C)O)N)O. Cell line: SN12C. Synergy scores: CSS=37.9, Synergy_ZIP=-1.27, Synergy_Bliss=-2.95, Synergy_Loewe=-2.23, Synergy_HSA=-0.519. (2) Drug 1: C1=NC(=NC(=O)N1C2C(C(C(O2)CO)O)O)N. Drug 2: N.N.Cl[Pt+2]Cl. Cell line: HOP-92. Synergy scores: CSS=43.0, Synergy_ZIP=-3.21, Synergy_Bliss=0.846, Synergy_Loewe=-1.68, Synergy_HSA=2.48. (3) Drug 1: C1=CC=C(C(=C1)C(C2=CC=C(C=C2)Cl)C(Cl)Cl)Cl. Drug 2: CN1C2=C(C=C(C=C2)N(CCCl)CCCl)N=C1CCCC(=O)O.Cl. Cell line: PC-3. Synergy scores: CSS=2.64, Synergy_ZIP=0.497, Synergy_Bliss=1.27, Synergy_Loewe=-0.638, Synergy_HSA=-1.34. (4) Synergy scores: CSS=46.1, Synergy_ZIP=1.28, Synergy_Bliss=0.749, Synergy_Loewe=-19.2, Synergy_HSA=1.28. Drug 2: C1=NC(=NC(=O)N1C2C(C(C(O2)CO)O)O)N. Cell line: U251. Drug 1: C1=CC(=C2C(=C1NCCNCCO)C(=O)C3=C(C=CC(=C3C2=O)O)O)NCCNCCO. (5) Drug 1: CC1=C2C(C(=O)C3(C(CC4C(C3C(C(C2(C)C)(CC1OC(=O)C(C(C5=CC=CC=C5)NC(=O)OC(C)(C)C)O)O)OC(=O)C6=CC=CC=C6)(CO4)OC(=O)C)O)C)O. Drug 2: C(CCl)NC(=O)N(CCCl)N=O. Cell line: HS 578T. Synergy scores: CSS=45.8, Synergy_ZIP=-4.35, Synergy_Bliss=-1.05, Synergy_Loewe=2.66, Synergy_HSA=2.65.